This data is from CYP2C9 inhibition data for predicting drug metabolism from PubChem BioAssay. The task is: Regression/Classification. Given a drug SMILES string, predict its absorption, distribution, metabolism, or excretion properties. Task type varies by dataset: regression for continuous measurements (e.g., permeability, clearance, half-life) or binary classification for categorical outcomes (e.g., BBB penetration, CYP inhibition). Dataset: cyp2c9_veith. (1) The drug is CNC(=O)/C(C#N)=c1\s/c(=C/C(=O)OC)c(=O)n1-c1ccccc1. The result is 0 (non-inhibitor). (2) The molecule is Cc1cc([N+](=O)[O-])c(C)c(Br)c1C. The result is 0 (non-inhibitor). (3) The drug is OCCN(Cc1ccccc1)Cc1cccc(Cl)c1Cl. The result is 1 (inhibitor). (4) The molecule is COc1ccc(NC(=O)CC#N)cc1OC. The result is 0 (non-inhibitor). (5) The molecule is C(=N\Nc1ccccn1)\c1cccnc1. The result is 0 (non-inhibitor). (6) The drug is Cc1c(C=O)c2ccccn2c1C(=O)c1ccncc1. The result is 1 (inhibitor). (7) The drug is C#CCCCO/N=C1/C[C@@H](O)[C@@H](O)[C@H]2[C@@H]1CC[C@@H]1C(=O)N(CCC(=O)OCC)C(=O)[C@H]12. The result is 0 (non-inhibitor). (8) The molecule is Cc1ccc(S(=O)(=O)N[C@@H]2COC(=O)[C@H](C)NC(=O)C/C=C\[C@@H](C)[C@@H](NS(=O)(=O)c3ccc(C)cc3)COC(=O)C/C=C\[C@H]2C)cc1. The result is 0 (non-inhibitor). (9) The molecule is CC[C@]1(O)C[C@@H]2CN(CCc3c([nH]c4ccccc34)[C@](C(=O)OC)(c3cc4c(cc3OC)N(C=O)[C@H]3[C@@](O)(C(=O)OC)[C@H](C(=O)OC)[C@@]5(CC)C=CCN6CC[C@]43[C@H]65)C2)C1. The result is 0 (non-inhibitor).